Predict which catalyst facilitates the given reaction. From a dataset of Catalyst prediction with 721,799 reactions and 888 catalyst types from USPTO. (1) Reactant: COC1C=C(OC)C=CC=1C[N:6]([C:32]1[CH:37]=[CH:36][N:35]=[CH:34][N:33]=1)[S:7]([C:10]1[CH:15]=[C:14]([F:16])[C:13]([O:17][C@H:18]2[CH2:22][C@@H:21]([O:23][CH3:24])[CH2:20][C@@H:19]2[C:25]2[N:29]([CH3:30])[N:28]=[CH:27][CH:26]=2)=[CH:12][C:11]=1[F:31])(=[O:9])=[O:8].C([SiH](CC)CC)C.FC(F)(F)C(O)=O. Product: [F:31][C:11]1[CH:12]=[C:13]([O:17][C@H:18]2[CH2:22][C@@H:21]([O:23][CH3:24])[CH2:20][C@@H:19]2[C:25]2[N:29]([CH3:30])[N:28]=[CH:27][CH:26]=2)[C:14]([F:16])=[CH:15][C:10]=1[S:7]([NH:6][C:32]1[CH:37]=[CH:36][N:35]=[CH:34][N:33]=1)(=[O:8])=[O:9]. The catalyst class is: 4. (2) Reactant: [CH3:1][C:2]1[CH:7]=[CH:6][C:5]([C:8]2[CH:13]=[C:12]([S:14]([CH3:17])(=[O:16])=[O:15])[CH:11]=[C:10]([C:18]([OH:20])=O)[CH:9]=2)=[CH:4][CH:3]=1.Cl.CN(C)CCCN=C=NCC.O.ON1C2C=CC=CC=2N=N1.[CH3:44][C:45]1[N:50]=[CH:49][C:48]([CH2:51][NH2:52])=[CH:47][CH:46]=1.C(N(CC)C(C)C)(C)C. Product: [CH3:1][C:2]1[CH:3]=[CH:4][C:5]([C:8]2[CH:13]=[C:12]([S:14]([CH3:17])(=[O:15])=[O:16])[CH:11]=[C:10]([C:18]([NH:52][CH2:51][C:48]3[CH:49]=[N:50][C:45]([CH3:44])=[CH:46][CH:47]=3)=[O:20])[CH:9]=2)=[CH:6][CH:7]=1. The catalyst class is: 2. (3) Reactant: [CH3:1][S:2][C:3]1[N:8]=[CH:7][C:6]([C:9]#[C:10][Si](C)(C)C)=[CH:5][N:4]=1.FC(F)(F)S(O[C:21]1[CH2:22][CH2:23][N:24]([S:27]([CH2:30][C:31]2([CH3:38])[C:35](=[O:36])[NH:34][C:33](=[O:37])[NH:32]2)(=[O:29])=[O:28])[CH2:25][CH:26]=1)(=O)=O. Product: [CH3:38][C@:31]1([CH2:30][S:27]([N:24]2[CH2:23][CH:22]=[C:21]([C:10]#[C:9][C:6]3[CH:5]=[N:4][C:3]([S:2][CH3:1])=[N:8][CH:7]=3)[CH2:26][CH2:25]2)(=[O:29])=[O:28])[NH:32][C:33](=[O:37])[NH:34][C:35]1=[O:36]. The catalyst class is: 233. (4) Product: [CH3:26][O:27][C:28]([C:40]1[CH:41]=[N:42][C:37]([O:9][C:6]2[CH:5]=[CH:4][C:3]([CH:10]([CH3:25])[C:11]([OH:16])([C:17]3[CH:18]=[CH:19][C:20](=[O:24])[N:21]([CH3:23])[CH:22]=3)[C:12]([F:15])([F:13])[F:14])=[C:2]([Cl:1])[C:7]=2[Cl:8])=[CH:38][N:39]=1)=[O:29]. Reactant: [Cl:1][C:2]1[C:7]([Cl:8])=[C:6]([OH:9])[CH:5]=[CH:4][C:3]=1[CH:10]([CH3:25])[C:11]([C:17]1[CH:18]=[CH:19][C:20](=[O:24])[N:21]([CH3:23])[CH:22]=1)([OH:16])[C:12]([F:15])([F:14])[F:13].[CH3:26][O:27][C:28](N1C=CC(Cl)=CN1)=[O:29].[CH2:37]1[N:42]2CC[N:39]([CH2:40][CH2:41]2)[CH2:38]1. The catalyst class is: 3. (5) Reactant: [Cl:1][C:2]1[CH:7]=[C:6]([Cl:8])[CH:5]=[CH:4][C:3]=1[C:9]1[C:10]([C:20]#[N:21])=[C:11]([I:19])[S:12][C:13]=1[C:14]1[NH:15][CH2:16][CH2:17][N:18]=1.C(N(CC)CC)C.[C:29]([O:33][C:34](O[C:34]([O:33][C:29]([CH3:32])([CH3:31])[CH3:30])=[O:35])=[O:35])([CH3:32])([CH3:31])[CH3:30]. Product: [C:20]([C:10]1[C:9]([C:3]2[CH:4]=[CH:5][C:6]([Cl:8])=[CH:7][C:2]=2[Cl:1])=[C:13]([C:14]2[N:15]([C:34]([O:33][C:29]([CH3:32])([CH3:31])[CH3:30])=[O:35])[CH2:16][CH2:17][N:18]=2)[S:12][C:11]=1[I:19])#[N:21]. The catalyst class is: 34.